Predict which catalyst facilitates the given reaction. From a dataset of Catalyst prediction with 721,799 reactions and 888 catalyst types from USPTO. (1) Reactant: [Br:1][C:2]1[CH:7]=[CH:6][CH:5]=[C:4]([N+:8]([O-])=O)[C:3]=1[Cl:11]. Product: [Br:1][C:2]1[C:3]([Cl:11])=[C:4]([CH:5]=[CH:6][CH:7]=1)[NH2:8]. The catalyst class is: 8. (2) Reactant: [CH2:1]([N:8]([CH2:14][CH2:15][OH:16])[CH2:9][CH:10](O)[CH2:11][CH3:12])[C:2]1[CH:7]=[CH:6][CH:5]=[CH:4][CH:3]=1.OS(O)(=O)=O.[OH-].[Na+]. Product: [CH2:1]([N:8]1[CH2:14][CH2:15][O:16][CH:10]([CH2:11][CH3:12])[CH2:9]1)[C:2]1[CH:3]=[CH:4][CH:5]=[CH:6][CH:7]=1. The catalyst class is: 6. (3) Reactant: [N:1]1([C:8]([O:10][C:11]([CH3:14])([CH3:13])[CH3:12])=[O:9])[CH2:7][CH2:6][CH2:5][NH:4][CH2:3][CH2:2]1.C(=O)([O-])[O-].[K+].[K+].I[CH:22]([CH3:24])[CH3:23]. Product: [CH3:23][CH:22]([N:4]1[CH2:5][CH2:6][CH2:7][N:1]([C:8]([O:10][C:11]([CH3:14])([CH3:13])[CH3:12])=[O:9])[CH2:2][CH2:3]1)[CH3:24]. The catalyst class is: 10. (4) Reactant: [C:1]([O:5][C:6]([NH:8][CH2:9][C@H:10]1[CH2:15][CH2:14][C@H:13]([C:16]([OH:18])=O)[CH2:12][CH2:11]1)=[O:7])([CH3:4])([CH3:3])[CH3:2].Cl.[C:20]1([CH2:26][CH2:27][CH2:28][CH:29]([NH2:39])[CH2:30][CH2:31][CH2:32][C:33]2[CH:38]=[CH:37][CH:36]=[CH:35][CH:34]=2)[CH:25]=[CH:24][CH:23]=[CH:22][CH:21]=1.C(N(CC)C(C)C)(C)C.C1CN([P+](ON2N=NC3C=CC=CC2=3)(N2CCCC2)N2CCCC2)CC1.F[P-](F)(F)(F)(F)F. Product: [C:33]1([CH2:32][CH2:31][CH2:30][CH:29]([NH:39][C:16]([C@H:13]2[CH2:12][CH2:11][C@H:10]([CH2:9][NH:8][C:6]([O:5][C:1]([CH3:2])([CH3:3])[CH3:4])=[O:7])[CH2:15][CH2:14]2)=[O:18])[CH2:28][CH2:27][CH2:26][C:20]2[CH:21]=[CH:22][CH:23]=[CH:24][CH:25]=2)[CH:38]=[CH:37][CH:36]=[CH:35][CH:34]=1. The catalyst class is: 2. (5) Reactant: [Cl:1][CH2:2][C:3]([NH:5][C:6]1[C:15](Cl)=[CH:14][CH:13]=[C:12]2[C:7]=1[CH:8]=[CH:9][C:10]([N:17]1[CH2:21][CH2:20][C@@H:19]([O:22][Si](C(C)(C)C)(C)C)[CH2:18]1)=[N:11]2)=[O:4].[Cl:30][C:31]1[CH:37]=[CH:36][C:34]([NH2:35])=[CH:33][CH:32]=1.[ClH:38]. Product: [ClH:1].[Cl:38][C:15]1[C:6]([NH:5][C:3](=[O:4])[CH2:2][NH:35][C:34]2[CH:36]=[CH:37][C:31]([Cl:30])=[CH:32][CH:33]=2)=[C:7]2[C:12](=[CH:13][CH:14]=1)[N:11]=[C:10]([N:17]1[CH2:21][CH2:20][C@@H:19]([OH:22])[CH2:18]1)[CH:9]=[CH:8]2. The catalyst class is: 4. (6) Reactant: [NH2:1][C:2]1[N:10]=[C:9]([CH2:11][O:12][CH3:13])[CH:8]=[CH:7][C:3]=1[C:4]([OH:6])=O.[F:14][C:15]1[CH:30]=[CH:29][C:18]([CH2:19][O:20][C:21]2[CH:28]=[CH:27][C:24]([CH2:25][NH2:26])=[CH:23][CH:22]=2)=[CH:17][CH:16]=1.F[P-](F)(F)(F)(F)F.N1(O[P+](N(C)C)(N(C)C)N(C)C)C2C=CC=CC=2N=N1.C(N(CC)CC)C. Product: [NH2:1][C:2]1[N:10]=[C:9]([CH2:11][O:12][CH3:13])[CH:8]=[CH:7][C:3]=1[C:4]([NH:26][CH2:25][C:24]1[CH:27]=[CH:28][C:21]([O:20][CH2:19][C:18]2[CH:29]=[CH:30][C:15]([F:14])=[CH:16][CH:17]=2)=[CH:22][CH:23]=1)=[O:6]. The catalyst class is: 35. (7) Reactant: [N+:1]([C:4]1[CH:5]=[C:6]([S:10](Cl)(=[O:12])=[O:11])[CH:7]=[CH:8][CH:9]=1)([O-:3])=[O:2].Cl.[CH2:15]1[C:18]2([CH2:21][CH2:20][CH2:19]2)[CH2:17][NH:16]1.C(N(CC)CC)C. Product: [N+:1]([C:4]1[CH:5]=[C:6]([S:10]([N:16]2[CH2:17][C:18]3([CH2:21][CH2:20][CH2:19]3)[CH2:15]2)(=[O:12])=[O:11])[CH:7]=[CH:8][CH:9]=1)([O-:3])=[O:2]. The catalyst class is: 4.